This data is from Reaction yield outcomes from USPTO patents with 853,638 reactions. The task is: Predict the reaction yield, written as a fraction of the theoretical maximum amount of product (1.0 means a 100% yield; for example, 0.34 means a 34% yield). (1) The reactants are [SH:1][C:2]1[C:3]([C:8]2[CH:15]=[CH:14][C:11]([C:12]#[N:13])=[CH:10][CH:9]=2)=[N:4][CH:5]=[CH:6][CH:7]=1.Br[C:17]([CH3:24])([CH3:23])[C:18]([O:20][CH2:21][CH3:22])=[O:19].C([O-])([O-])=O.[K+].[K+]. The yield is 0.490. The product is [C:12]([C:11]1[CH:14]=[CH:15][C:8]([C:3]2[C:2]([S:1][C:17]([CH3:24])([CH3:23])[C:18]([O:20][CH2:21][CH3:22])=[O:19])=[CH:7][CH:6]=[CH:5][N:4]=2)=[CH:9][CH:10]=1)#[N:13]. The catalyst is CN(C=O)C. (2) The reactants are [CH2:1]([S:3]([N:6]1[CH2:11][CH2:10][CH:9]([C:12]2[C:20]3[C:15](=[C:16]([C:33]([NH2:35])=[O:34])[CH:17]=[C:18]([C:21]4[CH:25]=[C:24]([CH2:26][N:27]([CH3:32])[CH:28]([CH3:31])CC)[S:23][CH:22]=4)[CH:19]=3)[NH:14][CH:13]=2)[CH2:8][CH2:7]1)(=[O:5])=[O:4])[CH3:2].[CH2:36]([O:38]CCN)[CH3:37].CC(N)CC. No catalyst specified. The product is [CH2:36]([O:38][CH2:31][CH2:28][N:27]([CH2:26][C:24]1[S:23][CH:22]=[C:21]([C:18]2[CH:19]=[C:20]3[C:15](=[C:16]([C:33]([NH2:35])=[O:34])[CH:17]=2)[NH:14][CH:13]=[C:12]3[CH:9]2[CH2:8][CH2:7][N:6]([S:3]([CH2:1][CH3:2])(=[O:4])=[O:5])[CH2:11][CH2:10]2)[CH:25]=1)[CH3:32])[CH3:37]. The yield is 0.115. (3) The reactants are [O:1]1[CH:6]=[CH:5][CH2:4][CH2:3][CH2:2]1.[OH:7][C:8]1[CH:13]=[CH:12][C:11]([OH:14])=[CH:10][C:9]=1[C:15](=[O:24])[CH2:16][C:17]1[CH:22]=[CH:21][CH:20]=[C:19]([OH:23])[CH:18]=1.[C:39]1(C)[CH:40]=[CH:41]C(S([O-])(=[O:32])=[O:32])=[CH:37][CH:38]=1.[NH+]1[CH:41]=[CH:40][CH:39]=[CH:38][CH:37]=1. The catalyst is C(Cl)Cl. The product is [OH:7][C:8]1[CH:13]=[CH:12][C:11]([O:14][CH:6]2[CH2:5][CH2:4][CH2:3][CH2:2][O:1]2)=[CH:10][C:9]=1[C:15](=[O:24])[CH2:16][C:17]1[CH:22]=[CH:21][CH:20]=[C:19]([O:23][CH:41]2[CH2:40][CH2:39][CH2:38][CH2:37][O:32]2)[CH:18]=1. The yield is 0.960.